From a dataset of Reaction yield outcomes from USPTO patents with 853,638 reactions. Predict the reaction yield, written as a fraction of the theoretical maximum amount of product (1.0 means a 100% yield; for example, 0.34 means a 34% yield). (1) The reactants are [C@@H:1]1([NH:10][C:11]2[C:12]3[S:19][CH:18]=[C:17]([C@H:20]4[C@@H:24]5[O:25][C:26]([CH3:29])([CH3:28])[O:27][C@@H:23]5[C@@H:22]([CH2:30][OH:31])[O:21]4)[C:13]=3[N:14]=[CH:15][N:16]=2)[C:9]2[C:4](=[CH:5][CH:6]=[CH:7][CH:8]=2)[CH2:3][CH2:2]1.C(N(CC)C(C)C)(C)C.[NH2:41][S:42](Cl)(=[O:44])=[O:43]. The catalyst is CN(C=O)C. The product is [S:42](=[O:44])(=[O:43])([O:31][CH2:30][C@@H:22]1[C@@H:23]2[C@@H:24]([O:25][C:26]([CH3:28])([CH3:29])[O:27]2)[C@H:20]([C:17]2[C:13]3[N:14]=[CH:15][N:16]=[C:11]([NH:10][C@@H:1]4[C:9]5[C:4](=[CH:5][CH:6]=[CH:7][CH:8]=5)[CH2:3][CH2:2]4)[C:12]=3[S:19][CH:18]=2)[O:21]1)[NH2:41]. The yield is 0.520. (2) The reactants are N1C=CC=CC=1.[NH2:7][C:8]1[N:12]([C:13]2[CH:18]=[CH:17][CH:16]=[CH:15][CH:14]=2)[N:11]=[C:10]([C:19]([O:21][CH2:22][CH3:23])=[O:20])[CH:9]=1.[Br:24][C:25]1[CH:26]=[CH:27][C:28]([Cl:34])=[C:29]([CH:33]=1)[C:30](O)=[O:31].CCCP(=O)=O. The catalyst is CC1CCCO1. The product is [Br:24][C:25]1[CH:26]=[CH:27][C:28]([Cl:34])=[C:29]([CH:33]=1)[C:30]([NH:7][C:8]1[N:12]([C:13]2[CH:18]=[CH:17][CH:16]=[CH:15][CH:14]=2)[N:11]=[C:10]([C:19]([O:21][CH2:22][CH3:23])=[O:20])[CH:9]=1)=[O:31]. The yield is 0.760.